Task: Predict the reactants needed to synthesize the given product.. Dataset: Full USPTO retrosynthesis dataset with 1.9M reactions from patents (1976-2016) (1) Given the product [Cl:1][C:2]1[N:7]=[C:6]([NH2:19])[C:5]([O:9][CH3:10])=[C:4]([CH3:11])[N:3]=1, predict the reactants needed to synthesize it. The reactants are: [Cl:1][C:2]1[N:7]=[C:6](Cl)[C:5]([O:9][CH3:10])=[C:4]([CH3:11])[N:3]=1.O1CCOCC1.[OH-].[NH4+:19]. (2) Given the product [OH:18][C:2]1[CH:3]=[C:4]([C:14](=[O:16])[CH3:15])[CH:5]=[C:6]([S:8]([F:13])([F:12])([F:11])([F:10])[F:9])[CH:7]=1, predict the reactants needed to synthesize it. The reactants are: N[C:2]1[CH:3]=[C:4]([C:14](=[O:16])[CH3:15])[CH:5]=[C:6]([S:8]([F:13])([F:12])([F:11])([F:10])[F:9])[CH:7]=1.N([O-])=[O:18].[Na+]. (3) The reactants are: [C:1]([O:5][C:6]([N:8]1[CH2:13][C@@H:12]([C:14](=[O:37])[NH:15][CH2:16][C:17]2([CH2:31][CH2:32][CH2:33][CH2:34][O:35][CH3:36])[C:30]3[CH:29]=[CH:28][CH:27]=[CH:26][C:25]=3[O:24][C:23]3[C:18]2=[CH:19][CH:20]=[CH:21][CH:22]=3)[CH2:11][C@@H:10]([C:38]([OH:40])=O)[CH2:9]1)=[O:7])([CH3:4])([CH3:3])[CH3:2].[CH3:41][NH:42][CH2:43][C:44]1[CH:49]=[CH:48][CH:47]=[CH:46][N:45]=1. Given the product [C:1]([O:5][C:6]([N:8]1[CH2:9][C@H:10]([C:38](=[O:40])[N:42]([CH3:41])[CH2:43][C:44]2[CH:49]=[CH:48][CH:47]=[CH:46][N:45]=2)[CH2:11][C@H:12]([C:14](=[O:37])[NH:15][CH2:16][C:17]2([CH2:31][CH2:32][CH2:33][CH2:34][O:35][CH3:36])[C:30]3[CH:29]=[CH:28][CH:27]=[CH:26][C:25]=3[O:24][C:23]3[C:18]2=[CH:19][CH:20]=[CH:21][CH:22]=3)[CH2:13]1)=[O:7])([CH3:4])([CH3:2])[CH3:3], predict the reactants needed to synthesize it. (4) Given the product [CH3:40][N:39]([CH2:2][C:3]1[CH:8]=[C:7]([C:9]2[N:13]=[C:12]([C:14]3[CH:19]=[CH:18][C:17]([N:20]4[CH2:25][CH2:24][CH2:23][CH2:22][CH:21]4[CH3:26])=[C:16]([C:27]([F:30])([F:29])[F:28])[CH:15]=3)[O:11][N:10]=2)[CH:6]=[CH:5][N:4]=1)[CH2:38][C:37]([O:36][C:32]([CH3:35])([CH3:34])[CH3:33])=[O:41], predict the reactants needed to synthesize it. The reactants are: Cl[CH2:2][C:3]1[CH:8]=[C:7]([C:9]2[N:13]=[C:12]([C:14]3[CH:19]=[CH:18][C:17]([N:20]4[CH2:25][CH2:24][CH2:23][CH2:22][CH:21]4[CH3:26])=[C:16]([C:27]([F:30])([F:29])[F:28])[CH:15]=3)[O:11][N:10]=2)[CH:6]=[CH:5][N:4]=1.Cl.[C:32]([O:36][C:37](=[O:41])[CH2:38][NH:39][CH3:40])([CH3:35])([CH3:34])[CH3:33].C([O-])([O-])=O.[K+].[K+].C(Cl)Cl. (5) Given the product [Cl:1][C:2]1[CH:7]=[CH:6][CH:5]=[CH:4][C:3]=1[CH2:8][CH2:9][CH:10]([NH:14][S:15]([C:18]1[CH:26]=[CH:25][CH:24]=[C:23]2[C:19]=1[CH:20]=[CH:21][NH:22]2)(=[O:16])=[O:17])[C:11]([N:27]1[CH2:32][CH2:31][CH:30]([C:33]([O:35][CH3:36])=[O:34])[CH2:29][CH2:28]1)=[O:13], predict the reactants needed to synthesize it. The reactants are: [Cl:1][C:2]1[CH:7]=[CH:6][CH:5]=[CH:4][C:3]=1[CH2:8][CH2:9][CH:10]([NH:14][S:15]([C:18]1[CH:26]=[CH:25][CH:24]=[C:23]2[C:19]=1[CH:20]=[CH:21][NH:22]2)(=[O:17])=[O:16])[C:11]([OH:13])=O.[NH:27]1[CH2:32][CH2:31][CH:30]([C:33]([O:35][CH3:36])=[O:34])[CH2:29][CH2:28]1.